This data is from Forward reaction prediction with 1.9M reactions from USPTO patents (1976-2016). The task is: Predict the product of the given reaction. (1) Given the reactants [O:1]=[C:2]1[O:8][C@H:7]([C@H:9]([CH2:11][OH:12])[OH:10])[C:5]([OH:6])=[C:3]1[OH:4].CCOC(C)=O.CO, predict the reaction product. The product is: [CH2:11]([OH:12])[CH:9]([OH:10])[CH:7]1[O:8][C:2](=[O:1])[CH:3]([OH:4])[CH:5]1[OH:6]. (2) Given the reactants Br[C:2]1[C:3]([F:18])=[CH:4][C:5]2[N:9]=[CH:8][N:7]([C:10]3[CH:15]=[CH:14][N:13]=[C:12]([NH2:16])[N:11]=3)[C:6]=2[CH:17]=1.N1CCCCC1.[S:25]1[CH:29]=[CH:28][N:27]=[C:26]1[C:30]([OH:34])([C:32]#[CH:33])[CH3:31], predict the reaction product. The product is: [NH2:16][C:12]1[N:11]=[C:10]([N:7]2[C:6]3[CH:17]=[C:2]([C:33]#[C:32][C:30]([C:26]4[S:25][CH:29]=[CH:28][N:27]=4)([OH:34])[CH3:31])[C:3]([F:18])=[CH:4][C:5]=3[N:9]=[CH:8]2)[CH:15]=[CH:14][N:13]=1. (3) Given the reactants N[C:2]1[CH:3]=[C:4]([CH:8]=[CH:9][C:10]=1[C:11]([F:14])([F:13])[F:12])[C:5]([OH:7])=[O:6].N([O-])=O.[Na+].NC(N)=O.[OH-].[Na+].[BrH:25], predict the reaction product. The product is: [Br:25][C:2]1[CH:3]=[C:4]([CH:8]=[CH:9][C:10]=1[C:11]([F:14])([F:13])[F:12])[C:5]([OH:7])=[O:6]. (4) Given the reactants [CH2:1]([N:8]1[CH2:13][CH2:12][N:11]([NH2:14])[CH2:10][CH2:9]1)[C:2]1[CH:7]=[CH:6][CH:5]=[CH:4][CH:3]=1.[C:15](O[C:15]([O:17][C:18]([CH3:21])([CH3:20])[CH3:19])=[O:16])([O:17][C:18]([CH3:21])([CH3:20])[CH3:19])=[O:16], predict the reaction product. The product is: [C:18]([O:17][C:15](=[O:16])[NH:14][N:11]1[CH2:10][CH2:9][N:8]([CH2:1][C:2]2[CH:3]=[CH:4][CH:5]=[CH:6][CH:7]=2)[CH2:13][CH2:12]1)([CH3:21])([CH3:20])[CH3:19]. (5) The product is: [Cl:14][C:15]1[CH:20]=[C:19]([C:2]2[CH:3]=[CH:4][C:5]3[N:6]([C:8]([CH3:13])([CH3:12])[C:9](=[O:11])[N:10]=3)[CH:7]=2)[CH:18]=[CH:17][CH:16]=1. Given the reactants Br[C:2]1[CH:3]=[CH:4][C:5]2[N:6]([C:8]([CH3:13])([CH3:12])[C:9](=[O:11])[N:10]=2)[CH:7]=1.[Cl:14][C:15]1[CH:16]=[C:17](B(O)O)[CH:18]=[CH:19][CH:20]=1.C(=O)([O-])[O-].[K+].[K+].O1CCOCC1, predict the reaction product. (6) Given the reactants [F:1][C:2]([F:13])([C:5]([F:12])([F:11])[C:6]([F:10])([F:9])[CH2:7][OH:8])[CH2:3][OH:4].[Si:14](Cl)([C:17]([CH3:20])([CH3:19])[CH3:18])([CH3:16])[CH3:15], predict the reaction product. The product is: [C:17]([Si:14]([CH3:16])([CH3:15])[O:8][CH2:7][C:6]([F:10])([F:9])[C:5]([F:11])([F:12])[C:2]([F:13])([F:1])[CH2:3][OH:4])([CH3:20])([CH3:19])[CH3:18].